From a dataset of Forward reaction prediction with 1.9M reactions from USPTO patents (1976-2016). Predict the product of the given reaction. (1) Given the reactants Cl[C:2]1[N:7]2[CH:8]=[CH:9][N:10]=[C:6]2[CH:5]=[C:4]([C:11]2[CH:16]=[CH:15][C:14]([Cl:17])=[CH:13][C:12]=2[Cl:18])[N:3]=1.[SH:19][CH2:20][CH2:21][NH:22][C:23](=[O:29])[O:24][C:25]([CH3:28])([CH3:27])[CH3:26].N12CCCN=C1CCCCC2, predict the reaction product. The product is: [Cl:18][C:12]1[CH:13]=[C:14]([Cl:17])[CH:15]=[CH:16][C:11]=1[C:4]1[N:3]=[C:2]([S:19][CH2:20][CH2:21][NH:22][C:23](=[O:29])[O:24][C:25]([CH3:27])([CH3:26])[CH3:28])[N:7]2[CH:8]=[CH:9][N:10]=[C:6]2[CH:5]=1. (2) The product is: [Br:1][C:2]1[N:3]=[C:4]2[C:5]([C:17](=[O:22])[C:18]([CH3:21])([CH3:20])[CH3:19])=[CH:6][NH:7][C:8]2=[N:9][CH:10]=1. Given the reactants [Br:1][C:2]1[N:3]=[C:4]2[C:8](=[N:9][CH:10]=1)[NH:7][CH:6]=[CH:5]2.[Cl-].C([Al+]CC)C.[C:17](Cl)(=[O:22])[C:18]([CH3:21])([CH3:20])[CH3:19].C([O-])(O)=O.[Na+], predict the reaction product. (3) Given the reactants [CH2:1]([N:8]([CH2:26][C:27]1[CH:32]=[CH:31][CH:30]=[CH:29][CH:28]=1)[C@H:9]([C@H:17]1[O:21]C(=O)[N:19]2[CH2:23][CH2:24][CH2:25][C@H:18]12)[CH2:10][C:11]1[CH:16]=[CH:15][CH:14]=[CH:13][CH:12]=1)[C:2]1[CH:7]=[CH:6][CH:5]=[CH:4][CH:3]=1, predict the reaction product. The product is: [CH2:26]([N:8]([CH2:1][C:2]1[CH:3]=[CH:4][CH:5]=[CH:6][CH:7]=1)[C@@H:9]([CH2:10][C:11]1[CH:12]=[CH:13][CH:14]=[CH:15][CH:16]=1)[C@H:17]([C@H:18]1[CH2:25][CH2:24][CH2:23][NH:19]1)[OH:21])[C:27]1[CH:28]=[CH:29][CH:30]=[CH:31][CH:32]=1. (4) Given the reactants Cl[C:2]1[N:7]=[C:6]([C:8]2[C:9]([C:17]3[CH:18]=[C:19]([NH:23][C:24](=[O:29])[C:25]([F:28])([F:27])[F:26])[CH:20]=[CH:21][CH:22]=3)=[N:10][N:11]3[CH:16]=[CH:15][CH:14]=[CH:13][C:12]=23)[CH:5]=[CH:4][N:3]=1.[O:30]1[C:34]([C:35]2[CH:36]=[C:37]([CH:39]=[CH:40][CH:41]=2)[NH2:38])=[CH:33][N:32]=[CH:31]1.Cl, predict the reaction product. The product is: [F:26][C:25]([F:28])([F:27])[C:24]([NH:23][C:19]1[CH:20]=[CH:21][CH:22]=[C:17]([C:9]2[C:8]([C:6]3[CH:5]=[CH:4][N:3]=[C:2]([NH:38][C:37]4[CH:39]=[CH:40][CH:41]=[C:35]([C:34]5[O:30][CH:31]=[N:32][CH:33]=5)[CH:36]=4)[N:7]=3)=[C:12]3[CH:13]=[CH:14][CH:15]=[CH:16][N:11]3[N:10]=2)[CH:18]=1)=[O:29]. (5) Given the reactants Br[C:2]1[CH:3]=[C:4]([CH:10]=[C:11]([C:13]([N:15]2[CH2:19][CH2:18][CH2:17][CH2:16]2)=[O:14])[CH:12]=1)[C:5]([O:7][CH2:8][CH3:9])=[O:6].[Br:20][C:21]1[CH:26]=[CH:25][C:24](B(O)O)=[CH:23][CH:22]=1.C1(C)C=CC=CC=1.C(=O)([O-])[O-].[Cs+].[Cs+], predict the reaction product. The product is: [Br:20][C:21]1[CH:26]=[CH:25][C:24]([C:2]2[CH:12]=[C:11]([C:13]([N:15]3[CH2:19][CH2:18][CH2:17][CH2:16]3)=[O:14])[CH:10]=[C:4]([C:5]([O:7][CH2:8][CH3:9])=[O:6])[CH:3]=2)=[CH:23][CH:22]=1.